From a dataset of Catalyst prediction with 721,799 reactions and 888 catalyst types from USPTO. Predict which catalyst facilitates the given reaction. Reactant: [CH2:1]([O:3][C:4]([C:6]1[NH:7][C:8]2[C:13]([CH:14]=1)=[CH:12][C:11]([O:15][C@H:16]1[CH2:20][CH2:19][N:18]([CH2:21][C:22]3C=CC=CC=3)[CH2:17]1)=[CH:10][CH:9]=2)=[O:5])[CH3:2].[C:28](O)(=O)C.IC(C)C. Product: [CH2:1]([O:3][C:4]([C:6]1[NH:7][C:8]2[C:13]([CH:14]=1)=[CH:12][C:11]([O:15][C@H:16]1[CH2:20][CH2:19][N:18]([CH:21]([CH3:22])[CH3:28])[CH2:17]1)=[CH:10][CH:9]=2)=[O:5])[CH3:2]. The catalyst class is: 29.